Dataset: Full USPTO retrosynthesis dataset with 1.9M reactions from patents (1976-2016). Task: Predict the reactants needed to synthesize the given product. (1) The reactants are: [CH2:1]([O:8][C:9]1[C:10]([C:23]([O:25][CH2:26][CH3:27])=[O:24])=[N:11][N:12]2[CH:17]([C:18]([OH:20])=O)[CH2:16][N:15]([CH3:21])[C:14](=[O:22])[C:13]=12)[C:2]1[CH:7]=[CH:6][CH:5]=[CH:4][CH:3]=1.[NH4+:28].[Cl-]. Given the product [NH2:28][C:18]([CH:17]1[N:12]2[N:11]=[C:10]([C:23]([O:25][CH2:26][CH3:27])=[O:24])[C:9]([O:8][CH2:1][C:2]3[CH:3]=[CH:4][CH:5]=[CH:6][CH:7]=3)=[C:13]2[C:14](=[O:22])[N:15]([CH3:21])[CH2:16]1)=[O:20], predict the reactants needed to synthesize it. (2) Given the product [NH2:8][CH2:9][CH:10]1[CH2:15][CH2:14][N:13]([CH2:16][C:17]2[CH:18]=[CH:19][C:20]3[NH:24]/[C:23](=[N:25]\[C:26](=[O:34])[C:27]4[CH:28]=[CH:29][C:30]([F:33])=[CH:31][CH:32]=4)/[N:22]([C@H:35]4[CH2:36][CH2:37][C@@H:38]([C:41](=[O:42])[NH:52][CH:49]([CH3:51])[CH3:50])[CH2:39][CH2:40]4)[C:21]=3[CH:44]=2)[CH2:12][CH2:11]1, predict the reactants needed to synthesize it. The reactants are: C(OC([NH:8][CH2:9][CH:10]1[CH2:15][CH2:14][N:13]([CH2:16][C:17]2[CH:18]=[CH:19][C:20]3[NH:24]/[C:23](=[N:25]\[C:26](=[O:34])[C:27]4[CH:32]=[CH:31][C:30]([F:33])=[CH:29][CH:28]=4)/[N:22]([C@@H:35]4[CH2:40][CH2:39][C@H:38]([C:41](O)=[O:42])[CH2:37][CH2:36]4)[C:21]=3[CH:44]=2)[CH2:12][CH2:11]1)=O)(C)(C)C.S(Cl)(Cl)=O.[CH:49]([NH2:52])([CH3:51])[CH3:50].Cl. (3) Given the product [ClH:19].[C:1]([S:5]([C:8]1[CH:15]=[CH:14][CH:13]=[CH:12][C:9]=1[CH2:10][NH2:11])(=[O:7])=[O:6])([CH3:4])([CH3:3])[CH3:2], predict the reactants needed to synthesize it. The reactants are: [C:1]([S:5]([C:8]1[CH:15]=[CH:14][CH:13]=[CH:12][C:9]=1[C:10]#[N:11])(=[O:7])=[O:6])([CH3:4])([CH3:3])[CH3:2].S(C)C.[ClH:19]. (4) Given the product [CH2:1]([O:8][C:9]1[CH:14]=[CH:13][C:12]([C@@H:15]([OH:18])[CH2:16][Br:17])=[CH:11][C:10]=1[NH:19][CH:22]=[O:24])[C:2]1[CH:7]=[CH:6][CH:5]=[CH:4][CH:3]=1, predict the reactants needed to synthesize it. The reactants are: [CH2:1]([O:8][C:9]1[CH:14]=[CH:13][C:12]([C@@H:15]([OH:18])[CH2:16][Br:17])=[CH:11][C:10]=1[N+:19]([O-])=O)[C:2]1[CH:7]=[CH:6][CH:5]=[CH:4][CH:3]=1.[C:22](OC(=O)C)(=[O:24])C.C(O)=O. (5) Given the product [F:1][C:2]1[CH:3]=[C:4]2[C:8](=[CH:9][CH:10]=1)[N:7]([CH2:11][C:12]([OH:14])=[O:13])[C:6]([CH3:19])=[C:5]2[C:20]1[C:29]2[C:24](=[CH:25][CH:26]=[CH:27][CH:28]=2)[C:23](=[O:30])[N:22]([CH2:33][C:34]([OH:35])([CH3:37])[CH3:36])[N:21]=1, predict the reactants needed to synthesize it. The reactants are: [F:1][C:2]1[CH:3]=[C:4]2[C:8](=[CH:9][CH:10]=1)[N:7]([CH2:11][C:12]([O:14]C(C)(C)C)=[O:13])[C:6]([CH3:19])=[C:5]2[C:20]1[C:29]2[C:24](=[CH:25][CH:26]=[CH:27][CH:28]=2)[C:23]([OH:30])=[N:22][N:21]=1.[OH-].[Na+].[CH3:33][C:34]1([CH3:37])[CH2:36][O:35]1. (6) Given the product [CH3:1][S:2]([C:5]1[CH:10]=[CH:9][C:8]([O:11][S:24]([C:23]([F:36])([F:35])[F:22])(=[O:26])=[O:25])=[CH:7][C:6]=1[O:12][CH3:13])(=[O:3])=[O:4], predict the reactants needed to synthesize it. The reactants are: [CH3:1][S:2]([C:5]1[CH:10]=[CH:9][C:8]([OH:11])=[CH:7][C:6]=1[O:12][CH3:13])(=[O:4])=[O:3].N1C(C)=CC=CC=1C.[F:22][C:23]([F:36])([F:35])[S:24](O[S:24]([C:23]([F:36])([F:35])[F:22])(=[O:26])=[O:25])(=[O:26])=[O:25]. (7) Given the product [Br:37][C:34]1[N:35]=[CH:36][C:31]2[NH:30][C:29]3[N:38]=[CH:39][C:26]([C:14]4[CH:13]=[CH:12][C:4]([CH2:5][N:6]5[CH2:7][CH2:8][CH2:9][CH2:10][CH2:11]5)=[C:3]([O:2][CH3:1])[CH:15]=4)=[CH:27][C:28]=3[C:32]=2[CH:33]=1, predict the reactants needed to synthesize it. The reactants are: [CH3:1][O:2][C:3]1[CH:15]=[C:14](B2OC(C)(C)C(C)(C)O2)[CH:13]=[CH:12][C:4]=1[CH2:5][N:6]1[CH2:11][CH2:10][CH2:9][CH2:8][CH2:7]1.I[C:26]1[CH:39]=[N:38][C:29]2[NH:30][C:31]3[CH:36]=[N:35][C:34]([Br:37])=[CH:33][C:32]=3[C:28]=2[CH:27]=1. (8) The reactants are: [F:1][C:2]([F:27])([F:26])[C:3]1[CH:25]=[CH:24][C:6]([CH2:7][C:8]2[CH:13]=[CH:12][C:11]([O:14][C:15]([N:17]3[CH2:22][CH2:21][CH:20](O)[CH2:19][CH2:18]3)=[O:16])=[CH:10][CH:9]=2)=[CH:5][CH:4]=1.[NH:28]1[CH:32]=[CH:31][N:30]=[C:29]1[SH:33].N(C(N1CCCCC1)=O)=NC(N1CCCCC1)=O.C(P(CCCC)CCCC)CCC. Given the product [F:1][C:2]([F:27])([F:26])[C:3]1[CH:25]=[CH:24][C:6]([CH2:7][C:8]2[CH:13]=[CH:12][C:11]([O:14][C:15]([N:17]3[CH2:22][CH2:21][CH:20]([S:33][C:29]4[NH:28][CH:32]=[CH:31][N:30]=4)[CH2:19][CH2:18]3)=[O:16])=[CH:10][CH:9]=2)=[CH:5][CH:4]=1, predict the reactants needed to synthesize it.